Dataset: Full USPTO retrosynthesis dataset with 1.9M reactions from patents (1976-2016). Task: Predict the reactants needed to synthesize the given product. (1) Given the product [F:1][C:2]1[CH:3]=[C:4]2[C:16](=[O:18])[NH:35][N:36]=[C:14]3[C:6]4[C:5]2=[C:9]([NH:8][C:7]=4[CH2:11][N:12]([CH:39]([CH3:41])[CH3:38])[CH2:13]3)[CH:10]=1, predict the reactants needed to synthesize it. The reactants are: [F:1][C:2]1[CH:3]=[C:4]([C:16]([O:18]C)=O)[C:5]2[C:6]3[C:14](=O)[CH2:13][NH:12][CH2:11][C:7]=3[NH:8][C:9]=2[CH:10]=1.CN1CC2NC3C=CC=C4C(=O)[NH:35][N:36]=C(C=2C=34)C1.[CH3:38][C:39]([CH3:41])=O. (2) Given the product [OH:17][C@@H:18]1[CH2:22][N:21]([CH2:14][CH2:13][N:10]2[C:11]3[C:6](=[N:5][CH:4]=[C:3]([O:2][CH3:1])[CH:12]=3)[CH:7]=[CH:8][C:9]2=[O:16])[CH2:20][C@@H:19]1[CH2:23][NH:24][C:25](=[O:34])[O:26][CH2:27][C:28]1[CH:33]=[CH:32][CH:31]=[CH:30][CH:29]=1, predict the reactants needed to synthesize it. The reactants are: [CH3:1][O:2][C:3]1[CH:12]=[C:11]2[C:6]([CH:7]=[CH:8][C:9](=[O:16])[N:10]2[CH2:13][CH:14]=O)=[N:5][CH:4]=1.[OH:17][C@@H:18]1[CH2:22][NH:21][CH2:20][C@@H:19]1[CH2:23][NH:24][C:25](=[O:34])[O:26][CH2:27][C:28]1[CH:33]=[CH:32][CH:31]=[CH:30][CH:29]=1.[O-]S([O-])(=O)=O.[Na+].[Na+].[BH-](OC(C)=O)(OC(C)=O)OC(C)=O.[Na+]. (3) The reactants are: B(F)(F)F.CCOCC.[N+](=[CH:12][C:13]([O:15][CH2:16][CH3:17])=[O:14])=[N-].[CH3:18][C:19]1([CH:25]=[O:26])[CH2:24][CH2:23][O:22][CH2:21][CH2:20]1.[Na+].[Cl-]. Given the product [CH2:16]([O:15][C:13](=[O:14])[CH2:12][C:25]([C:19]1([CH3:18])[CH2:24][CH2:23][O:22][CH2:21][CH2:20]1)=[O:26])[CH3:17], predict the reactants needed to synthesize it. (4) Given the product [Cl:9][CH2:8][C@@H:10]1[O:4][CH2:3][C@@H:2]2[CH2:5][CH2:6][CH2:7][N:1]2[CH2:11]1, predict the reactants needed to synthesize it. The reactants are: [NH:1]1[CH2:7][CH2:6][CH2:5][C@H:2]1[CH2:3][OH:4].[CH2:8]([CH:10]1O[CH2:11]1)[Cl:9]. (5) Given the product [NH2:1][C:2]1[N:6]2[C:7]([Cl:41])=[CH:8][CH:9]=[C:10]([C:65]3[C:60]([C@@H:50]([NH:49][C:47](=[O:48])[O:46][C:42]([CH3:45])([CH3:44])[CH3:43])[CH2:51][C:52]4[CH:57]=[C:56]([F:58])[CH:55]=[C:54]([F:59])[CH:53]=4)=[N:61][C:62]([C:69]#[C:70][C:71]([CH3:74])([CH3:73])[CH3:72])=[CH:63][CH:64]=3)[C:5]2=[N:4][N:3]=1, predict the reactants needed to synthesize it. The reactants are: [NH2:1][C:2]1[N:6]2[C:7]([Cl:41])=[CH:8][CH:9]=[C:10](C3C([C@@H](NC(=O)OC(C)(C)C)CC4C=C(F)C=C(F)C=4)=NC(C#CC(O)(C)C)=CC=3)[C:5]2=[N:4][N:3]=1.[C:42]([O:46][C:47]([NH:49][C@H:50]([C:60]1[C:65](B(O)O)=[CH:64][CH:63]=[C:62]([C:69]#[C:70][C:71]([CH3:74])([CH3:73])[CH3:72])[N:61]=1)[CH2:51][C:52]1[CH:57]=[C:56]([F:58])[CH:55]=[C:54]([F:59])[CH:53]=1)=[O:48])([CH3:45])([CH3:44])[CH3:43].BrC1C2N(C(NC(=O)OCC)=NN=2)C(Cl)=CC=1.